From a dataset of Full USPTO retrosynthesis dataset with 1.9M reactions from patents (1976-2016). Predict the reactants needed to synthesize the given product. (1) Given the product [CH3:1][O:2][C:3]([C:5]1[CH:25]=[CH:24][C:8]2[N:9]([CH2:34][CH2:33][C:30]3[CH:31]=[CH:32][C:27]([Cl:26])=[CH:28][CH:29]=3)[C:10]([C:12](=[O:23])[NH:13][CH:14]3[CH2:19][CH2:18][N:17]([CH:20]([CH3:22])[CH3:21])[CH2:16][CH2:15]3)=[N:11][C:7]=2[CH:6]=1)=[O:4].[CH3:1][O:2][C:3]([C:5]1[CH:25]=[CH:24][C:8]2[N:9]=[C:10]([C:12](=[O:23])[NH:13][CH:14]3[CH2:19][CH2:18][N:17]([CH:20]([CH3:22])[CH3:21])[CH2:16][CH2:15]3)[N:11]([CH2:34][CH2:33][C:30]3[CH:31]=[CH:32][C:27]([Cl:26])=[CH:28][CH:29]=3)[C:7]=2[CH:6]=1)=[O:4], predict the reactants needed to synthesize it. The reactants are: [CH3:1][O:2][C:3]([C:5]1[CH:25]=[CH:24][C:8]2[NH:9][C:10]([C:12](=[O:23])[NH:13][CH:14]3[CH2:19][CH2:18][N:17]([CH:20]([CH3:22])[CH3:21])[CH2:16][CH2:15]3)=[N:11][C:7]=2[CH:6]=1)=[O:4].[Cl:26][C:27]1[CH:32]=[CH:31][C:30]([CH2:33][CH2:34]Cl)=[CH:29][CH:28]=1.CC#N.O. (2) Given the product [Cl:42][C:2]1[C:7]([C:8]2[CH:13]=[CH:12][C:11]([C:14]([F:17])([F:16])[F:15])=[CH:10][CH:9]=2)=[CH:6][C:5]([CH:18]([CH2:24][CH:25]([CH3:27])[CH3:26])[C:19]([O:21][CH2:22][CH3:23])=[O:20])=[CH:4][C:3]=1[O:28][CH2:29][C:30]([F:33])([F:32])[F:31], predict the reactants needed to synthesize it. The reactants are: N[C:2]1[C:7]([C:8]2[CH:13]=[CH:12][C:11]([C:14]([F:17])([F:16])[F:15])=[CH:10][CH:9]=2)=[CH:6][C:5]([CH:18]([CH2:24][CH:25]([CH3:27])[CH3:26])[C:19]([O:21][CH2:22][CH3:23])=[O:20])=[CH:4][C:3]=1[O:28][CH2:29][C:30]([F:33])([F:32])[F:31].N([O-])=O.[Na+].CC#N.O.[ClH:42]. (3) Given the product [Br:1][C:2]1[CH:15]=[CH:14][C:13]2[O:12][C:11]3[C:6](=[CH:7][C:8]([C:24]4[CH:23]=[N:22][CH:27]=[CH:26][CH:25]=4)=[CH:9][CH:10]=3)[C@@:5]3([CH2:20][O:19][C:18]([NH2:21])=[N:17]3)[C:4]=2[CH:3]=1, predict the reactants needed to synthesize it. The reactants are: [Br:1][C:2]1[CH:15]=[CH:14][C:13]2[O:12][C:11]3[C:6](=[CH:7][C:8](I)=[CH:9][CH:10]=3)[C@@:5]3([CH2:20][O:19][C:18]([NH2:21])=[N:17]3)[C:4]=2[CH:3]=1.[N:22]1[CH:27]=[CH:26][CH:25]=[C:24](B(O)O)[CH:23]=1.COCCOC.C(=O)([O-])[O-].[Na+].[Na+]. (4) Given the product [Cl:13][C:14]1[CH:15]=[C:16]([NH:21][C:22]2[C:31]3[C:26](=[CH:27][C:28]([O:40][C@@H:42]4[CH2:46][CH2:45][O:44][CH2:43]4)=[C:29]([O:32][CH2:33][C:34]4[CH:39]=[CH:38][CH:37]=[CH:36][CH:35]=4)[CH:30]=3)[N:25]=[CH:24][N:23]=2)[CH:17]=[CH:18][C:19]=1[F:20], predict the reactants needed to synthesize it. The reactants are: N(C(OCC)=O)=NC(OCC)=O.[Cl:13][C:14]1[CH:15]=[C:16]([NH:21][C:22]2[C:31]3[C:26](=[CH:27][C:28]([OH:40])=[C:29]([O:32][CH2:33][C:34]4[CH:39]=[CH:38][CH:37]=[CH:36][CH:35]=4)[CH:30]=3)[N:25]=[CH:24][N:23]=2)[CH:17]=[CH:18][C:19]=1[F:20].O[C@H:42]1[CH2:46][CH2:45][O:44][CH2:43]1.C1(P(C2C=CC=CC=2)C2C=CC=CC=2)C=CC=CC=1.